This data is from Reaction yield outcomes from USPTO patents with 853,638 reactions. The task is: Predict the reaction yield, written as a fraction of the theoretical maximum amount of product (1.0 means a 100% yield; for example, 0.34 means a 34% yield). (1) The reactants are O.[OH-].[Li+].C([O:6][C:7](=[O:36])[CH:8]([O:33][CH2:34][CH3:35])[CH2:9][C:10]1[CH:15]=[CH:14][C:13]([O:16][CH2:17][CH2:18][C:19]2[CH:24]=[CH:23][C:22]([NH:25][C:26]([O:28][C:29]([CH3:32])([CH3:31])[CH3:30])=[O:27])=[CH:21][CH:20]=2)=[CH:12][CH:11]=1)C. The catalyst is O.O1CCCC1. The product is [C:29]([O:28][C:26]([NH:25][C:22]1[CH:21]=[CH:20][C:19]([CH2:18][CH2:17][O:16][C:13]2[CH:12]=[CH:11][C:10]([CH2:9][CH:8]([O:33][CH2:34][CH3:35])[C:7]([OH:36])=[O:6])=[CH:15][CH:14]=2)=[CH:24][CH:23]=1)=[O:27])([CH3:32])([CH3:31])[CH3:30]. The yield is 0.987. (2) The reactants are N12CCN(CC1)CC2.[Cl:9][C:10]1[NH:14][C:13]2[CH:15]=[CH:16][CH:17]=[CH:18][C:12]=2[N:11]=1.[CH3:19][N:20]([CH3:25])[S:21](Cl)(=[O:23])=[O:22]. The catalyst is CN(C=O)C.O. The product is [Cl:9][C:10]1[N:14]([S:21]([N:20]([CH3:25])[CH3:19])(=[O:23])=[O:22])[C:13]2[CH:15]=[CH:16][CH:17]=[CH:18][C:12]=2[N:11]=1. The yield is 0.724. (3) The reactants are [NH2:1][C:2]1[C:10]([Cl:11])=[CH:9][CH:8]=[CH:7][C:3]=1[C:4]([OH:6])=[O:5].[Br:12]Br.Br. The catalyst is C(Cl)(Cl)Cl. The product is [NH2:1][C:2]1[C:10]([Cl:11])=[CH:9][C:8]([Br:12])=[CH:7][C:3]=1[C:4]([OH:6])=[O:5]. The yield is 0.870. (4) The reactants are [OH:1][C:2]1[CH:7]=[CH:6][C:5]([N:8]2[C:13](=[O:14])[C:12]([CH2:15][C:16]3[CH:21]=[CH:20][C:19]([C:22]4[C:23]([C:28]#[N:29])=[CH:24][CH:25]=[CH:26][CH:27]=4)=[CH:18][CH:17]=3)=[C:11]([CH2:30][CH2:31][CH3:32])[N:10]=[C:9]2[CH3:33])=[CH:4][CH:3]=1.[Si](O[CH:42]1[CH2:47][CH2:46][CH2:45][CH:44]([OH:48])[CH2:43]1)(C(C)(C)C)(C)C.C1(P(C2C=CC=CC=2)C2C=CC=CC=2)C=CC=CC=1.[N:69]([C:70]([O:72]C(C)C)=[O:71])=[N:69][C:70]([O:72]C(C)C)=[O:71]. The catalyst is O1CCCC1.O.C(OCC)(=O)C. The product is [OH:48][CH:44]1[CH2:43][CH2:42][CH2:47][CH:46]([O:1][C:2]2[CH:3]=[CH:4][C:5]([N:8]3[C:13](=[O:14])[C:12]([CH2:15][C:16]4[CH:21]=[CH:20][C:19]([C:22]5[CH:27]=[CH:26][CH:25]=[CH:24][C:23]=5[C:28]5[NH:69][C:70](=[O:71])[O:72][N:29]=5)=[CH:18][CH:17]=4)=[C:11]([CH2:30][CH2:31][CH3:32])[N:10]=[C:9]3[CH3:33])=[CH:6][CH:7]=2)[CH2:45]1. The yield is 0.500. (5) The catalyst is C(Cl)Cl. The reactants are [CH3:1][CH:2]1[C:6](=[O:7])[CH:5]=[C:4]([CH3:8])[O:3]1.[Si:9](OS(C(F)(F)F)(=O)=O)([C:12]([CH3:15])([CH3:14])[CH3:13])([CH3:11])[CH3:10]. The yield is 0.890. The product is [CH3:13][C:12]([Si:9]([CH3:11])([CH3:10])[O:7][C:6]1[CH:5]=[C:4]([CH3:8])[O:3][C:2]=1[CH3:1])([CH3:15])[CH3:14]. (6) The reactants are [C:1]1([C:7]#[CH:8])[CH:6]=[CH:5][CH:4]=[CH:3][CH:2]=1.[N:9]([CH2:12][CH2:13][C:14]([OH:16])=[O:15])=[N+:10]=[N-:11].O=C1O[C@H]([C@H](CO)O)C([O-])=C1O.[Na+].C(OCC)(=O)C. The catalyst is CC(O)(C)C.O. The product is [C:1]1([C:7]2[N:11]=[N:10][N:9]([CH2:12][CH2:13][C:14]([OH:16])=[O:15])[CH:8]=2)[CH:6]=[CH:5][CH:4]=[CH:3][CH:2]=1. The yield is 0.460.